The task is: Predict the reaction yield, written as a fraction of the theoretical maximum amount of product (1.0 means a 100% yield; for example, 0.34 means a 34% yield).. This data is from Reaction yield outcomes from USPTO patents with 853,638 reactions. (1) The yield is 0.770. The reactants are [CH3:1][C:2]1[CH:8]=[C:7]([OH:9])[C:6]([CH3:10])=[CH:5][C:3]=1[NH2:4].[H-].[Na+].Cl[C:14]1[S:18][N:17]=[C:16]([C:19]2([CH3:22])[CH2:21][CH2:20]2)[N:15]=1. The catalyst is CN(C)C=O. The product is [CH3:1][C:2]1[CH:8]=[C:7]([O:9][C:14]2[S:18][N:17]=[C:16]([C:19]3([CH3:22])[CH2:21][CH2:20]3)[N:15]=2)[C:6]([CH3:10])=[CH:5][C:3]=1[NH2:4]. (2) The reactants are [CH3:1][O:2][C:3]1[CH:8]=[CH:7][C:6]([N:9]2[C:13]3[C:14](=[O:24])[N:15]([CH2:18][CH2:19][CH2:20][CH2:21][C:22]#[N:23])[CH2:16][CH2:17][C:12]=3[C:11]([C:25]([F:28])([F:27])[F:26])=[N:10]2)=[CH:5][CH:4]=1.[CH3:29][NH:30][CH2:31][CH2:32]N.C(N(CC)CC)C. The catalyst is CO.C(Cl)(Cl)Cl. The product is [CH3:1][O:2][C:3]1[CH:8]=[CH:7][C:6]([N:9]2[C:13]3[C:14](=[O:24])[N:15]([CH2:18][CH2:19][CH2:20][CH2:21][C:22]4[N:30]([CH3:29])[CH2:31][CH2:32][N:23]=4)[CH2:16][CH2:17][C:12]=3[C:11]([C:25]([F:26])([F:27])[F:28])=[N:10]2)=[CH:5][CH:4]=1. The yield is 0.800. (3) The reactants are [C:1]([NH:5][C:6]1[CH:11]=[C:10]([O:12][CH2:13][CH2:14][C:15]2[CH:19]=[CH:18][S:17][CH:16]=2)[C:9](I)=[CH:8][N:7]=1)([CH3:4])([CH3:3])[CH3:2].C1(P(C2C=CC=CC=2)C2C=CC=CC=2)C=CC=CC=1. The catalyst is C([O-])(=O)C.[Pd+2].C([O-])(=O)C. The product is [C:1]([NH:5][C:6]1[N:7]=[CH:8][C:9]2[C:16]3[S:17][CH:18]=[CH:19][C:15]=3[CH2:14][CH2:13][O:12][C:10]=2[CH:11]=1)([CH3:4])([CH3:3])[CH3:2]. The yield is 0.420. (4) The reactants are [Mn]([O-])(=O)(=O)=O.[K+].[CH3:7][C:8]1[CH:13]=[N:12][C:11]([C:14]2[N:18]([CH3:19])[C:17]([S:20][CH3:21])=[N:16][N:15]=2)=[CH:10][N:9]=1.S([O-])(O)(=O)=[O:23].[Na+].[OH2:28]. The catalyst is C(O)(=O)C. The product is [CH3:7][C:8]1[CH:13]=[N:12][C:11]([C:14]2[N:18]([CH3:19])[C:17]([S:20]([CH3:21])(=[O:23])=[O:28])=[N:16][N:15]=2)=[CH:10][N:9]=1. The yield is 0.930. (5) The product is [F:1][C:2]([F:7])([F:6])[C:3]([OH:5])=[O:4].[NH2:18][C:15]1[CH:16]=[C:17]2[C:12](=[CH:13][CH:14]=1)[NH:11][C:10]([C:26]([NH:28][CH2:29][C:30]1[CH:35]=[CH:34][C:33]([Cl:36])=[C:32]([O:37][C:38]3[CH:43]=[C:42]([C:44]#[N:45])[CH:41]=[C:40]([Cl:46])[CH:39]=3)[C:31]=1[F:47])=[O:27])=[C:9]2[Br:8]. The catalyst is C(Cl)(Cl)Cl. The reactants are [F:1][C:2]([F:7])([F:6])[C:3]([OH:5])=[O:4].[Br:8][C:9]1[C:17]2[C:12](=[CH:13][CH:14]=[C:15]([NH:18]C(=O)OC(C)(C)C)[CH:16]=2)[NH:11][C:10]=1[C:26]([NH:28][CH2:29][C:30]1[CH:35]=[CH:34][C:33]([Cl:36])=[C:32]([O:37][C:38]2[CH:43]=[C:42]([C:44]#[N:45])[CH:41]=[C:40]([Cl:46])[CH:39]=2)[C:31]=1[F:47])=[O:27]. The yield is 1.07. (6) The reactants are [N:1]1([C:9]([O:11][C:12]([CH3:15])([CH3:14])[CH3:13])=[O:10])[CH2:5][CH2:4][C@H:3]2[CH2:6][NH:7][CH2:8][C@@H:2]12.Br[C:17]1[CH:18]=[C:19]([CH3:24])[C:20]([Cl:23])=[N:21][CH:22]=1. No catalyst specified. The product is [Cl:23][C:20]1[N:21]=[CH:22][C:17]([N:7]2[CH2:6][C@H:3]3[C@H:2]([N:1]([C:9]([O:11][C:12]([CH3:15])([CH3:14])[CH3:13])=[O:10])[CH2:5][CH2:4]3)[CH2:8]2)=[CH:18][C:19]=1[CH3:24]. The yield is 0.410. (7) The reactants are [F:1][C:2]1[CH:3]=[C:4]([OH:10])[CH:5]=[C:6]([O:8][CH3:9])[CH:7]=1.[H-].[Na+].F[C:14]1[CH:21]=[CH:20][C:17]([CH:18]=[O:19])=[C:16]([CH3:22])[CH:15]=1.Cl. The catalyst is CN(C=O)C.CCOCC. The product is [F:1][C:2]1[CH:3]=[C:4]([CH:5]=[C:6]([O:8][CH3:9])[CH:7]=1)[O:10][C:14]1[CH:21]=[CH:20][C:17]([CH:18]=[O:19])=[C:16]([CH3:22])[CH:15]=1. The yield is 0.320.